This data is from Peptide-MHC class II binding affinity with 134,281 pairs from IEDB. The task is: Regression. Given a peptide amino acid sequence and an MHC pseudo amino acid sequence, predict their binding affinity value. This is MHC class II binding data. (1) The peptide sequence is EVSLHEVKDFDPDVL. The MHC is DRB1_0101 with pseudo-sequence DRB1_0101. The binding affinity (normalized) is 0. (2) The peptide sequence is FLIYITELLKKLQST. The binding affinity (normalized) is 0.0366. The MHC is H-2-IAb with pseudo-sequence H-2-IAb. (3) The peptide sequence is GPIVHDAIHRSAARS. The MHC is DRB1_1501 with pseudo-sequence DRB1_1501. The binding affinity (normalized) is 0.300.